The task is: Predict the reactants needed to synthesize the given product.. This data is from Full USPTO retrosynthesis dataset with 1.9M reactions from patents (1976-2016). (1) Given the product [NH:37]1[C:38]2[CH:44]=[CH:43][CH:42]=[CH:41][C:39]=2[N:40]=[C:36]1[N:21]1[CH:22]=[CH:23][C:19]([NH:18][C:10]2[N:11]=[C:12]3[CH:17]=[CH:16][CH:15]=[N:14][N:13]3[C:9]=2[C:4]2[CH:3]=[C:2]([NH2:1])[N:7]=[C:6]([CH3:8])[N:5]=2)=[N:20]1, predict the reactants needed to synthesize it. The reactants are: [NH2:1][C:2]1[N:7]=[C:6]([CH3:8])[N:5]=[C:4]([C:9]2[N:13]3[N:14]=[CH:15][CH:16]=[CH:17][C:12]3=[N:11][C:10]=2[NH:18][C:19]2[CH:23]=[CH:22][NH:21][N:20]=2)[CH:3]=1.C1(C)C=CC(S(O)(=O)=O)=CC=1.Cl[C:36]1[NH:40][C:39]2[CH:41]=[CH:42][CH:43]=[CH:44][C:38]=2[N:37]=1. (2) The reactants are: C[O-].[Na+].[NH:4]1[CH:11]=[CH:10][C:8](=[S:9])[NH:7][C:5]1=[O:6].Br[CH2:13][C:14]1[CH:19]=[CH:18][C:17]([Cl:20])=[CH:16][CH:15]=1. Given the product [Cl:20][C:17]1[CH:18]=[CH:19][C:14]([CH2:13][S:9][C:8]2[CH:10]=[CH:11][NH:4][C:5](=[O:6])[N:7]=2)=[CH:15][CH:16]=1, predict the reactants needed to synthesize it. (3) Given the product [OH:39][C@@H:37]([C:33]1[CH:34]=[C:35]2[C:30]([CH:29]=[CH:28][C:27](/[CH:26]=[CH:25]/[C@@:24]([CH2:41][OH:42])([CH3:40])[C:23]([NH:22][C@@H:18]([CH:19]([CH3:20])[CH3:21])[C:17]([NH:16][C@@H:14]([CH3:15])[C:13]([N:9]3[CH2:10][CH2:11][CH2:12][C@@H:7]([C:5]([OH:6])=[O:4])[NH:8]3)=[O:52])=[O:51])=[O:50])=[CH:36]2)=[CH:31][CH:32]=1)[CH3:38], predict the reactants needed to synthesize it. The reactants are: ClC(Cl)(Cl)C[O:4][C:5]([C@@H:7]1[CH2:12][CH2:11][CH2:10][N:9]([C:13](=[O:52])[C@@H:14]([NH:16][C:17](=[O:51])[C@@H:18]([NH:22][C:23](=[O:50])[C@:24]([C:41](C)(C)[O:42][SiH2]C(C)(C)C)([CH3:40])/[CH:25]=[CH:26]/[C:27]2[CH:36]=[C:35]3[C:30]([CH:31]=[CH:32][C:33]([C@H:37]([OH:39])[CH3:38])=[CH:34]3)=[CH:29][CH:28]=2)[CH:19]([CH3:21])[CH3:20])[CH3:15])[NH:8]1)=[O:6].O.[OH-].[Li+].Cl. (4) Given the product [C:34]([N:26]([C:27]1[CH:28]=[CH:29][C:30]([Cl:33])=[CH:31][CH:32]=1)[C@H:19]1[C:20]2[C:25](=[CH:24][CH:23]=[CH:22][CH:21]=2)[N:16]([C:14]([C:11]2[CH:12]=[CH:13][C:8]([O:7][CH2:6][C@@H:5]([OH:38])[CH2:4][C:3]([OH:39])=[O:2])=[CH:9][CH:10]=2)=[O:15])[C@@H:17]([CH3:37])[CH2:18]1)(=[O:36])[CH3:35], predict the reactants needed to synthesize it. The reactants are: C[O:2][C:3](=[O:39])[CH2:4][C@H:5]([OH:38])[CH2:6][O:7][C:8]1[CH:13]=[CH:12][C:11]([C:14]([N:16]2[C:25]3[C:20](=[CH:21][CH:22]=[CH:23][CH:24]=3)[C@H:19]([N:26]([C:34](=[O:36])[CH3:35])[C:27]3[CH:32]=[CH:31][C:30]([Cl:33])=[CH:29][CH:28]=3)[CH2:18][C@@H:17]2[CH3:37])=[O:15])=[CH:10][CH:9]=1.[Li+].[OH-].